From a dataset of Forward reaction prediction with 1.9M reactions from USPTO patents (1976-2016). Predict the product of the given reaction. (1) Given the reactants Br[C:2]1[CH:3]=[C:4]([C:13]2[O:17][N:16]=[C:15]([C:18]3[CH:26]=[CH:25][C:24]4[NH:23][C:22]5[CH:27]([CH2:30][C:31]([O:33][CH2:34][CH3:35])=[O:32])[CH2:28][CH2:29][C:21]=5[C:20]=4[CH:19]=3)[N:14]=2)[CH:5]=[C:6]([O:8][C:9]([F:12])([F:11])[F:10])[CH:7]=1.[C:36]([Si:38]([CH3:41])([CH3:40])[CH3:39])#[CH:37].C(N(CC)CC)C, predict the reaction product. The product is: [F:12][C:9]([F:10])([F:11])[O:8][C:6]1[CH:5]=[C:4]([C:13]2[O:17][N:16]=[C:15]([C:18]3[CH:26]=[CH:25][C:24]4[NH:23][C:22]5[CH:27]([CH2:30][C:31]([O:33][CH2:34][CH3:35])=[O:32])[CH2:28][CH2:29][C:21]=5[C:20]=4[CH:19]=3)[N:14]=2)[CH:3]=[C:2]([C:37]#[C:36][Si:38]([CH3:41])([CH3:40])[CH3:39])[CH:7]=1. (2) Given the reactants [N:1]1([CH2:7][C:8]2[N:13]=[CH:12][C:11]([OH:14])=[CH:10][CH:9]=2)[CH2:6][CH2:5][CH2:4][CH2:3][CH2:2]1.OC1C=[CH:18][C:19]([C:22]([N:24]2[CH2:29][CH2:28][CH2:27][CH2:26][CH2:25]2)=O)=NC=1, predict the reaction product. The product is: [NH3:1].[N:1]1([CH2:7][C:8]2[CH:9]=[CH:10][C:11]([O:14][CH2:18][CH2:19][CH2:22][N:24]3[CH2:29][CH2:28][CH2:27][CH2:26][CH2:25]3)=[CH:12][N:13]=2)[CH2:6][CH2:5][CH2:4][CH2:3][CH2:2]1. (3) The product is: [NH2:26][C:24]1[N:23]=[C:15]([OH:17])[C:3]2[CH2:4][CH2:5][CH2:6][CH:7]([C:9]3[CH:14]=[CH:13][CH:12]=[CH:11][CH:10]=3)[CH2:8][C:2]=2[N:25]=1. Given the reactants O=[C:2]1[CH2:8][CH:7]([C:9]2[CH:14]=[CH:13][CH:12]=[CH:11][CH:10]=2)[CH2:6][CH2:5][CH2:4][CH:3]1[C:15]([O:17]C)=O.[N+]([O-])(O)=O.[NH2:23][C:24]([NH2:26])=[NH:25].C(=O)([O-])[O-].[K+].[K+].O, predict the reaction product. (4) Given the reactants [C:1](OC(=O)C)(=[O:3])[CH3:2].[NH2:8][C:9]1[N:14]=[C:13]([O:15][S:16]([C:19]2[C:24]([CH3:25])=[CH:23][C:22]([CH3:26])=[CH:21][C:20]=2[CH3:27])(=[O:18])=[O:17])[C:12]([CH2:28][C:29]2[CH:42]=[CH:41][C:32]([CH2:33][NH:34][CH2:35][C:36]([O:38][CH2:39][CH3:40])=[O:37])=[CH:31][C:30]=2[O:43][CH3:44])=[C:11]([CH3:45])[N:10]=1.C(N(CC)CC)C, predict the reaction product. The product is: [NH2:8][C:9]1[N:14]=[C:13]([O:15][S:16]([C:19]2[C:24]([CH3:25])=[CH:23][C:22]([CH3:26])=[CH:21][C:20]=2[CH3:27])(=[O:18])=[O:17])[C:12]([CH2:28][C:29]2[CH:42]=[CH:41][C:32]([CH2:33][N:34]([CH2:35][C:36]([O:38][CH2:39][CH3:40])=[O:37])[C:1](=[O:3])[CH3:2])=[CH:31][C:30]=2[O:43][CH3:44])=[C:11]([CH3:45])[N:10]=1.